This data is from Forward reaction prediction with 1.9M reactions from USPTO patents (1976-2016). The task is: Predict the product of the given reaction. (1) Given the reactants BrBr.[CH2:3]([O:5][C:6]([CH:8]1[CH2:19][N:18]([CH:20]2[CH2:24][CH2:23][CH2:22][CH2:21]2)[C:11]2[N:12]=[C:13]([S:16][CH3:17])[N:14]=[CH:15][C:10]=2[C:9]1=[O:25])=[O:7])[CH3:4].C(N(CC)CC)C, predict the reaction product. The product is: [CH2:3]([O:5][C:6]([C:8]1[C:9](=[O:25])[C:10]2[CH:15]=[N:14][C:13]([S:16][CH3:17])=[N:12][C:11]=2[N:18]([CH:20]2[CH2:21][CH2:22][CH2:23][CH2:24]2)[CH:19]=1)=[O:7])[CH3:4]. (2) The product is: [CH:1]([O:3][CH2:4][CH2:5][O:6][CH2:7][CH2:8][O:9][CH2:10][CH2:11][O:12][CH2:13][CH2:14][O:15][CH2:16][CH2:17][O:18][CH2:19][CH2:20][O:21][CH2:22][CH2:23][O:24][CH2:25][CH2:26][O:27][CH2:28][CH2:29][O:30][CH2:31][CH2:32][O:33][CH3:36])=[CH2:2]. Given the reactants [CH:1]([O:3][CH2:4][CH2:5][O:6][CH2:7][CH2:8][O:9][CH2:10][CH2:11][O:12][CH2:13][CH2:14][O:15][CH2:16][CH2:17][O:18][CH2:19][CH2:20][O:21][CH2:22][CH2:23][O:24][CH2:25][CH2:26][O:27][CH2:28][CH2:29][O:30][CH2:31][CH2:32][OH:33])=[CH2:2].[OH-].[Na+].[CH3:36]I, predict the reaction product.